From a dataset of Forward reaction prediction with 1.9M reactions from USPTO patents (1976-2016). Predict the product of the given reaction. Given the reactants [CH2:1]([O:3][C:4]([C:6]12[CH2:13][CH2:12][C:9]([NH:14][CH2:15][C:16]([N:18]3[CH2:22][C@@H:21]([F:23])[CH2:20][C@H:19]3[C:24]([NH2:26])=O)=[O:17])([CH2:10][CH2:11]1)[CH2:8][CH2:7]2)=[O:5])[CH3:2].FC(F)(F)S(OS(C(F)(F)F)(=O)=O)(=O)=O.FC(F)(F)C(O)=O, predict the reaction product. The product is: [CH2:1]([O:3][C:4]([C:6]12[CH2:13][CH2:12][C:9]([NH:14][CH2:15][C:16]([N:18]3[CH2:22][C@@H:21]([F:23])[CH2:20][C@H:19]3[C:24]#[N:26])=[O:17])([CH2:10][CH2:11]1)[CH2:8][CH2:7]2)=[O:5])[CH3:2].